Dataset: Full USPTO retrosynthesis dataset with 1.9M reactions from patents (1976-2016). Task: Predict the reactants needed to synthesize the given product. (1) Given the product [Cl:26][C:13]1[CH:12]=[C:11]([NH:10][C:9]2[C:4]3[CH:3]=[C:2]([C:30]#[C:29][CH2:28][N:31]4[CH2:32][CH2:33][S:34](=[O:38])(=[O:37])[CH2:35][CH2:36]4)[S:27][C:5]=3[N:6]=[CH:7][N:8]=2)[CH:16]=[CH:15][C:14]=1[O:17][CH2:18][C:19]1[CH:24]=[CH:23][CH:22]=[C:21]([F:25])[CH:20]=1, predict the reactants needed to synthesize it. The reactants are: Br[C:2]1[S:27][C:5]2[N:6]=[CH:7][N:8]=[C:9]([NH:10][C:11]3[CH:16]=[CH:15][C:14]([O:17][CH2:18][C:19]4[CH:24]=[CH:23][CH:22]=[C:21]([F:25])[CH:20]=4)=[C:13]([Cl:26])[CH:12]=3)[C:4]=2[CH:3]=1.[CH2:28]([N:31]1[CH2:36][CH2:35][S:34](=[O:38])(=[O:37])[CH2:33][CH2:32]1)[C:29]#[CH:30].ClC1C=C(C=CC=1OCC1C=CC=C(F)C=1)N. (2) Given the product [C:1]([O:5][C:6](=[O:29])[NH:7][C@H:8]1[CH2:12][CH2:11][N:10]([CH2:13][CH2:14][CH:15]([C:22]2[CH:23]=[CH:24][CH:25]=[CH:26][CH:27]=2)[C:16]2[CH:21]=[CH:20][CH:19]=[CH:18][CH:17]=2)[CH2:9]1)([CH3:4])([CH3:2])[CH3:3], predict the reactants needed to synthesize it. The reactants are: [C:1]([O:5][C:6](=[O:29])[NH:7][C@H:8]1[CH2:12][CH2:11][N:10]([C:13](=O)[CH2:14][CH:15]([C:22]2[CH:27]=[CH:26][CH:25]=[CH:24][CH:23]=2)[C:16]2[CH:21]=[CH:20][CH:19]=[CH:18][CH:17]=2)[CH2:9]1)([CH3:4])([CH3:3])[CH3:2].[H-].[H-].[H-].[H-].[Li+].[Al+3].CCOC(C)=O.C([O-])(O)=O.[Na+]. (3) Given the product [C:13]1([CH:17]=[CH:2][C:3]([C:5]2[CH:10]=[CH:9][CH:8]=[CH:7][CH:6]=2)=[O:4])[CH:14]=[CH:15][CH:16]=[CH:21][CH:12]=1, predict the reactants needed to synthesize it. The reactants are: O[CH2:2][C:3]([C:5]1[CH:10]=[CH:9][CH:8]=[CH:7][CH:6]=1)=[O:4].N1[CH:16]=[CH:15][CH:14]=[C:13]([CH:17]=O)[CH:12]=1.O([CH3:21])[Na]. (4) Given the product [Cl:1][C:2]1[CH:7]=[CH:6][C:5]([NH:8][C:9](=[O:14])[C:10]([F:13])([F:11])[F:12])=[C:4]([C:15]2[N:16]=[CH:17][N:18]([C@@H:23]3[C:39]4[CH:40]=[C:35]([CH:36]=[CH:37][N:38]=4)[C:34]4[N:33]([CH:41]([F:42])[F:43])[N:32]=[CH:31][C:30]=4[NH:29][C:28](=[O:44])[C@H:27]([CH3:45])[CH2:26][CH2:25][CH2:24]3)[C:19](=[O:21])[CH:20]=2)[CH:3]=1, predict the reactants needed to synthesize it. The reactants are: [Cl:1][C:2]1[CH:7]=[CH:6][C:5]([NH:8][C:9](=[O:14])[C:10]([F:13])([F:12])[F:11])=[C:4]([C:15]2[CH:20]=[C:19]([OH:21])[N:18]=[CH:17][N:16]=2)[CH:3]=1.N[C@@H:23]1[C:39]2[CH:40]=[C:35]([CH:36]=[CH:37][N:38]=2)[C:34]2[N:33]([CH:41]([F:43])[F:42])[N:32]=[CH:31][C:30]=2[NH:29][C:28](=[O:44])[C@H:27]([CH3:45])[CH2:26][CH2:25][CH2:24]1. (5) Given the product [ClH:1].[Cl:1][C:2]1[CH:3]=[C:4]([O:32][CH3:33])[C:5]([O:30][CH3:31])=[C:6]([CH:8]([NH:10][C:11]2[CH:12]=[C:13]([N:21]3[CH2:26][CH2:25][CH:24]([N:27]([CH3:28])[CH3:29])[CH2:23][CH2:22]3)[CH:14]=[CH:15][C:16]=2[S:17]([CH3:20])(=[O:19])=[O:18])[CH3:9])[CH:7]=1, predict the reactants needed to synthesize it. The reactants are: [Cl:1][C:2]1[CH:3]=[C:4]([O:32][CH3:33])[C:5]([O:30][CH3:31])=[C:6]([CH:8]([NH:10][C:11]2[CH:12]=[C:13]([N:21]3[CH2:26][CH2:25][CH:24]([N:27]([CH3:29])[CH3:28])[CH2:23][CH2:22]3)[CH:14]=[CH:15][C:16]=2[S:17]([CH3:20])(=[O:19])=[O:18])[CH3:9])[CH:7]=1.Cl.